This data is from Forward reaction prediction with 1.9M reactions from USPTO patents (1976-2016). The task is: Predict the product of the given reaction. The product is: [NH:28]1[C:32]2=[N:33][CH:34]=[C:35]([C:37]3[C:38]([C@@H:43]([NH2:53])[CH2:44][C:45]4[CH:46]=[C:47]([F:52])[CH:48]=[C:49]([F:51])[CH:50]=4)=[N:39][CH:40]=[N:41][CH:42]=3)[CH:36]=[C:31]2[CH:30]=[N:29]1. Given the reactants N[C@H](C1C(C2C=CC(F)=C(C=2)C(N)=O)=CN=CN=1)CC1C=C(F)C=C(F)C=1.[NH:28]1[C:32]2=[N:33][CH:34]=[C:35]([C:37]3[C:38]([C@@H:43]([NH:53]C(=O)OC(C)(C)C)[CH2:44][C:45]4[CH:50]=[C:49]([F:51])[CH:48]=[C:47]([F:52])[CH:46]=4)=[N:39][CH:40]=[N:41][CH:42]=3)[CH:36]=[C:31]2[CH:30]=[N:29]1, predict the reaction product.